This data is from NCI-60 drug combinations with 297,098 pairs across 59 cell lines. The task is: Regression. Given two drug SMILES strings and cell line genomic features, predict the synergy score measuring deviation from expected non-interaction effect. (1) Drug 1: CC=C1C(=O)NC(C(=O)OC2CC(=O)NC(C(=O)NC(CSSCCC=C2)C(=O)N1)C(C)C)C(C)C. Drug 2: CC1CCCC2(C(O2)CC(NC(=O)CC(C(C(=O)C(C1O)C)(C)C)O)C(=CC3=CSC(=N3)C)C)C. Cell line: OVCAR3. Synergy scores: CSS=71.8, Synergy_ZIP=4.35, Synergy_Bliss=4.21, Synergy_Loewe=0.959, Synergy_HSA=6.26. (2) Drug 1: C1=NC2=C(N1)C(=S)N=C(N2)N. Drug 2: CC(C1=C(C=CC(=C1Cl)F)Cl)OC2=C(N=CC(=C2)C3=CN(N=C3)C4CCNCC4)N. Cell line: SK-MEL-28. Synergy scores: CSS=1.57, Synergy_ZIP=-2.67, Synergy_Bliss=4.24, Synergy_Loewe=-2.21, Synergy_HSA=-0.132. (3) Drug 1: CC1C(C(CC(O1)OC2CC(CC3=C2C(=C4C(=C3O)C(=O)C5=C(C4=O)C(=CC=C5)OC)O)(C(=O)CO)O)N)O.Cl. Drug 2: CS(=O)(=O)OCCCCOS(=O)(=O)C. Cell line: SNB-75. Synergy scores: CSS=4.82, Synergy_ZIP=0.833, Synergy_Bliss=4.36, Synergy_Loewe=4.13, Synergy_HSA=2.67. (4) Drug 1: C1=CC(=CC=C1C#N)C(C2=CC=C(C=C2)C#N)N3C=NC=N3. Drug 2: C#CCC(CC1=CN=C2C(=N1)C(=NC(=N2)N)N)C3=CC=C(C=C3)C(=O)NC(CCC(=O)O)C(=O)O. Cell line: IGROV1. Synergy scores: CSS=60.3, Synergy_ZIP=3.30, Synergy_Bliss=0.314, Synergy_Loewe=-30.3, Synergy_HSA=-1.26. (5) Drug 1: CC12CCC3C(C1CCC2=O)CC(=C)C4=CC(=O)C=CC34C. Drug 2: C1=CC(=CC=C1CCCC(=O)O)N(CCCl)CCCl. Cell line: 786-0. Synergy scores: CSS=61.6, Synergy_ZIP=-0.260, Synergy_Bliss=-1.13, Synergy_Loewe=-18.5, Synergy_HSA=1.05. (6) Drug 1: C1CC(=O)NC(=O)C1N2CC3=C(C2=O)C=CC=C3N. Drug 2: CCN(CC)CCCC(C)NC1=C2C=C(C=CC2=NC3=C1C=CC(=C3)Cl)OC. Cell line: IGROV1. Synergy scores: CSS=24.5, Synergy_ZIP=4.10, Synergy_Bliss=12.7, Synergy_Loewe=11.5, Synergy_HSA=11.6. (7) Drug 1: CC12CCC(CC1=CCC3C2CCC4(C3CC=C4C5=CN=CC=C5)C)O. Drug 2: C1=NC2=C(N=C(N=C2N1C3C(C(C(O3)CO)O)F)Cl)N. Cell line: SF-268. Synergy scores: CSS=25.7, Synergy_ZIP=2.00, Synergy_Bliss=6.74, Synergy_Loewe=-12.9, Synergy_HSA=5.70.